This data is from Catalyst prediction with 721,799 reactions and 888 catalyst types from USPTO. The task is: Predict which catalyst facilitates the given reaction. (1) Reactant: [F:1][C:2]1[CH:7]=[CH:6][C:5]([C:8]2([OH:18])[CH2:17][CH2:16][C:11]3(OCC[O:12]3)[CH2:10][CH2:9]2)=[CH:4][CH:3]=1.Cl.CCOC(C)=O.C([O-])(O)=O.[Na+]. Product: [F:1][C:2]1[CH:3]=[CH:4][C:5]([C:8]2([OH:18])[CH2:9][CH2:10][C:11](=[O:12])[CH2:16][CH2:17]2)=[CH:6][CH:7]=1. The catalyst class is: 1. (2) Reactant: [F:1][C:2]([F:12])([F:11])[C:3]1[CH:10]=[CH:9][C:6]([CH2:7][NH2:8])=[CH:5][CH:4]=1.ClC(Cl)(OC(=O)OC(Cl)(Cl)Cl)Cl.[N-:25]=[C:26]=[O:27].N[C:29]1[C:34]2[O:35][CH2:36][C:37](=[O:39])[NH:38][C:33]=2[CH:32]=[CH:31][CH:30]=1. Product: [F:1][C:2]([F:11])([F:12])[C:3]1[CH:10]=[CH:9][C:6]([CH2:7][NH:8][C:26]([NH:25][C:29]2[C:34]3[O:35][CH2:36][C:37](=[O:39])[NH:38][C:33]=3[CH:32]=[CH:31][CH:30]=2)=[O:27])=[CH:5][CH:4]=1. The catalyst class is: 329. (3) Reactant: [Cl:1][C:2]1[CH:7]=[CH:6][C:5]([NH2:8])=[C:4]([NH2:9])[CH:3]=1.[F:10][C:11]1[CH:18]=[CH:17][C:14]([CH:15]=O)=[CH:13][N:12]=1.OOS([O-])=O.[K+].C(=O)([O-])[O-].[K+].[K+]. Product: [Cl:1][C:2]1[CH:7]=[CH:6][C:5]2[NH:8][C:15]([C:14]3[CH:13]=[N:12][C:11]([F:10])=[CH:18][CH:17]=3)=[N:9][C:4]=2[CH:3]=1. The catalyst class is: 35. (4) Reactant: [F-].[NH4+].C([Si](C)(C)[O:8][CH2:9][CH2:10][CH2:11][N:12]1[C:16]([CH3:17])=[N:15][CH:14]=[N:13]1)(C)(C)C. Product: [CH3:17][C:16]1[N:12]([CH2:11][CH2:10][CH2:9][OH:8])[N:13]=[CH:14][N:15]=1. The catalyst class is: 5. (5) Reactant: [CH:1]1[C:13]2[N:12]([C@@H:14]([CH2:25][C:26]([O:28][CH2:29][CH2:30][OH:31])=[O:27])[C:15]([O:17][CH2:18][C:19]3[CH:24]=[CH:23][CH:22]=[CH:21][CH:20]=3)=[O:16])[C:11]3[C:6](=[CH:7][CH:8]=[CH:9][CH:10]=3)[C:5]=2[CH:4]=[CH:3][CH:2]=1.[CH2:32]([O:39][C:40]([NH:42][C:43]1[CH:51]=[CH:50][C:46]([C:47](O)=[O:48])=[CH:45][CH:44]=1)=[O:41])[C:33]1[CH:38]=[CH:37][CH:36]=[CH:35][CH:34]=1. Product: [CH:1]1[C:13]2[N:12]([C@@H:14]([CH2:25][C:26]([O:28][CH2:29][CH2:30][O:31][C:47](=[O:48])[C:46]3[CH:45]=[CH:44][C:43]([NH:42][C:40]([O:39][CH2:32][C:33]4[CH:38]=[CH:37][CH:36]=[CH:35][CH:34]=4)=[O:41])=[CH:51][CH:50]=3)=[O:27])[C:15]([O:17][CH2:18][C:19]3[CH:24]=[CH:23][CH:22]=[CH:21][CH:20]=3)=[O:16])[C:11]3[C:6](=[CH:7][CH:8]=[CH:9][CH:10]=3)[C:5]=2[CH:4]=[CH:3][CH:2]=1. The catalyst class is: 79.